Task: Predict the reactants needed to synthesize the given product.. Dataset: Full USPTO retrosynthesis dataset with 1.9M reactions from patents (1976-2016) (1) Given the product [Br:1][C:2]1[C:3]2[C:4]([C:17]3[C:22]([CH:23]=2)=[CH:21][CH:20]=[CH:19][CH:18]=3)=[CH:5][C:6]2[C:14]=1[NH:13][C:12]1[C:7]=2[CH:8]([C:25]2[CH:30]=[CH:29][CH:28]=[CH:27][CH:26]=2)[CH2:9][C:10]([CH3:16])([CH3:15])[CH:11]=1, predict the reactants needed to synthesize it. The reactants are: [Br:1][C:2]1[C:3]2[C:4]([C:17]3[C:22]([CH:23]=2)=[CH:21][CH:20]=[CH:19][CH:18]=3)=[CH:5][C:6]2[C:14]=1[NH:13][C:12]1[C:7]=2[CH2:8][CH2:9][C:10]([CH3:16])([CH3:15])[CH:11]=1.I[C:25]1[CH:30]=[CH:29][CH:28]=[CH:27][CH:26]=1.P([O-])([O-])([O-])=O.[K+].[K+].[K+].[C@@H]1(N)CCCC[C@H]1N. (2) Given the product [Cl:15][C:16]1[C:17]([CH2:26][N:27]([CH:28]2[CH2:30][CH2:29]2)[C:8]([C:7]2[C:3]([CH:2]([F:13])[F:1])=[N:4][N:5]([CH3:12])[C:6]=2[F:11])=[O:9])=[N:18][CH:19]=[C:20]([C:22]([F:25])([F:23])[F:24])[CH:21]=1, predict the reactants needed to synthesize it. The reactants are: [F:1][CH:2]([F:13])[C:3]1[C:7]([C:8](Cl)=[O:9])=[C:6]([F:11])[N:5]([CH3:12])[N:4]=1.Cl.[Cl:15][C:16]1[C:17]([CH2:26][NH:27][CH:28]2[CH2:30][CH2:29]2)=[N:18][CH:19]=[C:20]([C:22]([F:25])([F:24])[F:23])[CH:21]=1.C(N(CC)CC)C. (3) Given the product [O:22]1[CH2:23][CH2:24][CH:19]([O:18][C:14]2[C:13]3[C:9]([O:8][CH2:7][CH:4]4[CH2:3][CH2:2][N:1]([CH2:25][C:27]5([C:33]([O:35][CH3:36])=[O:34])[CH2:32][CH2:31][O:30][CH2:29][CH2:28]5)[CH2:6][CH2:5]4)=[N:10][O:11][C:12]=3[CH:17]=[CH:16][CH:15]=2)[CH2:20][CH2:21]1, predict the reactants needed to synthesize it. The reactants are: [NH:1]1[CH2:6][CH2:5][CH:4]([CH2:7][O:8][C:9]2[C:13]3[C:14]([O:18][CH:19]4[CH2:24][CH2:23][O:22][CH2:21][CH2:20]4)=[CH:15][CH:16]=[CH:17][C:12]=3[O:11][N:10]=2)[CH2:3][CH2:2]1.[CH:25]([C:27]1([C:33]([O:35][CH3:36])=[O:34])[CH2:32][CH2:31][O:30][CH2:29][CH2:28]1)=O.C(C1(C(OC)=O)CCC1)=O. (4) Given the product [Cl:15][C:13]1[CH:14]=[C:9]([NH:7][C:4]2[CH:5]=[CH:6][N:1]=[CH:2][N:3]=2)[C:10](=[O:17])[N:11]([CH3:16])[N:12]=1, predict the reactants needed to synthesize it. The reactants are: [N:1]1[CH:6]=[CH:5][C:4]([NH2:7])=[N:3][CH:2]=1.Br[C:9]1[C:10](=[O:17])[N:11]([CH3:16])[N:12]=[C:13]([Cl:15])[CH:14]=1.C(=O)([O-])[O-].[Cs+].[Cs+].CC1(C)C2C(=C(P(C3C=CC=CC=3)C3C=CC=CC=3)C=CC=2)OC2C(P(C3C=CC=CC=3)C3C=CC=CC=3)=CC=CC1=2. (5) Given the product [CH3:44][N:43]([CH3:45])[CH2:42][CH2:41][O:21][C:18]1[CH:17]=[CH:16][C:15]([C:13](=[O:14])[CH2:12][N:9]2[C:10](=[O:11])[C:5]3[CH:4]=[C:3]([CH2:1][CH3:2])[S:38][C:6]=3[N:7]([CH2:23][C:24]3[CH:29]=[CH:28][C:27]([C:30]4[C:31]([C:36]#[N:37])=[CH:32][CH:33]=[CH:34][CH:35]=4)=[CH:26][CH:25]=3)[C:8]2=[O:22])=[CH:20][CH:19]=1, predict the reactants needed to synthesize it. The reactants are: [CH2:1]([C:3]1[S:38][C:6]2[N:7]([CH2:23][C:24]3[CH:29]=[CH:28][C:27]([C:30]4[C:31]([C:36]#[N:37])=[CH:32][CH:33]=[CH:34][CH:35]=4)=[CH:26][CH:25]=3)[C:8](=[O:22])[N:9]([CH2:12][C:13]([C:15]3[CH:20]=[CH:19][C:18]([OH:21])=[CH:17][CH:16]=3)=[O:14])[C:10](=[O:11])[C:5]=2[CH:4]=1)[CH3:2].Cl.Cl[CH2:41][CH2:42][N:43]([CH3:45])[CH3:44].CN(C)C=O.C(=O)([O-])[O-].[Cs+].[Cs+]. (6) Given the product [CH3:8][N:7]1[C:2]([N:30]2[CH2:31][CH2:32][N:27]([C:21]3[CH:26]=[CH:25][CH:24]=[CH:23][CH:22]=3)[CH2:28][CH2:29]2)=[C:3]([CH:12]=[O:13])[C:4](=[O:11])[N:5]([CH3:10])[C:6]1=[O:9], predict the reactants needed to synthesize it. The reactants are: Cl[C:2]1[N:7]([CH3:8])[C:6](=[O:9])[N:5]([CH3:10])[C:4](=[O:11])[C:3]=1[CH:12]=[O:13].C(N(CC)CC)C.[C:21]1([N:27]2[CH2:32][CH2:31][NH:30][CH2:29][CH2:28]2)[CH:26]=[CH:25][CH:24]=[CH:23][CH:22]=1. (7) Given the product [CH2:40]([C:39]1([CH3:38])[O:51][CH2:56][CH:9]([CH:8]=[CH:7][C:4]2[CH:3]=[CH:2][C:1]([C:12]3[CH:13]=[CH:14][CH:15]=[CH:16][CH:17]=3)=[CH:6][CH:5]=2)[O:10][O:50]1)[CH2:41][CH2:42][CH2:43][CH2:44][CH2:45][CH2:46][CH2:47][CH2:48][CH3:49], predict the reactants needed to synthesize it. The reactants are: [C:1]1([C:12]2[CH:17]=[CH:16][CH:15]=[CH:14][CH:13]=2)[CH:6]=[CH:5][C:4]([C:7](C)=[CH:8][CH2:9][OH:10])=[CH:3][CH:2]=1.CN(C1C=CC2N=C3C(=CC(C=C3)=[N+](C)C)SC=2C=1)C.[CH3:38][C:39](=[O:50])[CH2:40][CH2:41][CH2:42][CH2:43][CH2:44][CH2:45][CH2:46][CH2:47][CH2:48][CH3:49].[O:51]1[CH2:56]CCOO1.